Dataset: Full USPTO retrosynthesis dataset with 1.9M reactions from patents (1976-2016). Task: Predict the reactants needed to synthesize the given product. (1) Given the product [Cl:15][CH2:1][O:2][CH2:13][C:3]12[CH2:12][CH:7]3[CH2:6][CH:5]([CH2:11][CH:9]([CH2:8]3)[CH2:10]1)[CH2:4]2, predict the reactants needed to synthesize it. The reactants are: [CH2:1]=[O:2].[C:3]12([CH2:13]O)[CH2:12][CH:7]3[CH2:8][CH:9]([CH2:11][CH:5]([CH2:6]3)[CH2:4]1)[CH2:10]2.[ClH:15]. (2) The reactants are: OCC[O:4]/[N:5]=[C:6](/[C:8]1[CH:9]=[CH:10][C:11]2[N:12]([C:14]([CH2:17][C:18]3[C:19]([F:29])=[C:20]4[C:25](=[CH:26][C:27]=3[F:28])[N:24]=[CH:23][CH:22]=[CH:21]4)=[N:15][N:16]=2)[N:13]=1)\[CH3:7].[H-].[Na+].I[CH3:33].[CH2:34]1[CH2:38][O:37][CH2:36]C1. Given the product [CH3:36][O:37][CH2:38][CH2:34][O:4]/[N:5]=[C:6](/[C:8]1[CH:9]=[CH:10][C:11]2[N:12]([C:14]([CH:17]([C:18]3[C:19]([F:29])=[C:20]4[C:25](=[CH:26][C:27]=3[F:28])[N:24]=[CH:23][CH:22]=[CH:21]4)[CH3:33])=[N:15][N:16]=2)[N:13]=1)\[CH3:7], predict the reactants needed to synthesize it. (3) Given the product [C:1]([C:3]1[CH:4]=[CH:5][C:6]([C:9]2[N:10]=[C:11]([C:25]([NH:28][CH2:29][CH:30]3[CH2:33][N:32]([C:34]([O:36][C:37]([CH3:40])([CH3:39])[CH3:38])=[O:35])[CH2:31]3)=[O:26])[C:12]3[N:13]([CH:22]=[CH:23][N:24]=3)[C:14]=2[C:15]2[CH:16]=[CH:17][C:18]([CH3:21])=[CH:19][CH:20]=2)=[CH:7][CH:8]=1)#[N:2], predict the reactants needed to synthesize it. The reactants are: [C:1]([C:3]1[CH:8]=[CH:7][C:6]([C:9]2[N:10]=[C:11]([C:25](O)=[O:26])[C:12]3[N:13]([CH:22]=[CH:23][N:24]=3)[C:14]=2[C:15]2[CH:20]=[CH:19][C:18]([CH3:21])=[CH:17][CH:16]=2)=[CH:5][CH:4]=1)#[N:2].[NH2:28][CH2:29][CH:30]1[CH2:33][N:32]([C:34]([O:36][C:37]([CH3:40])([CH3:39])[CH3:38])=[O:35])[CH2:31]1.C(N(CC)C(C)C)(C)C.F[P-](F)(F)(F)(F)F.C[N+](C)=C(N(C)C)ON1C2N=CC=CC=2N=N1. (4) Given the product [Cl:1][C:2]1[CH:10]=[C:9]([Cl:11])[CH:8]=[CH:7][C:3]=1[C:4]([N:6]=[C:13]=[O:14])=[O:5], predict the reactants needed to synthesize it. The reactants are: [Cl:1][C:2]1[CH:10]=[C:9]([Cl:11])[CH:8]=[CH:7][C:3]=1[C:4]([NH2:6])=[O:5].C(Cl)(=O)[C:13](Cl)=[O:14].